Predict the reactants needed to synthesize the given product. From a dataset of Full USPTO retrosynthesis dataset with 1.9M reactions from patents (1976-2016). (1) Given the product [F:10][C:11]1[CH:16]=[CH:15][CH:14]=[CH:13][C:12]=1[O:17][C:2]1[CH:9]=[CH:8][C:5]([C:6]#[N:7])=[CH:4][CH:3]=1, predict the reactants needed to synthesize it. The reactants are: Br[C:2]1[CH:9]=[CH:8][C:5]([C:6]#[N:7])=[CH:4][CH:3]=1.[F:10][C:11]1[CH:16]=[CH:15][CH:14]=[CH:13][C:12]=1[OH:17].CC(C)(C(=O)CC(=O)C(C)(C)C)C.C(=O)([O-])[O-].[Cs+].[Cs+]. (2) Given the product [CH3:17][C:18]1[CH:19]=[C:20]([CH:26]=[C:27]([CH3:29])[CH:28]=1)[O:21][CH2:22][C:23]([NH:1][C@H:2]([C:8]([OH:10])=[O:9])[CH2:3][CH2:4][C:5]([OH:7])=[O:6])=[O:24], predict the reactants needed to synthesize it. The reactants are: [NH2:1][C@H:2]([C:8]([OH:10])=[O:9])[CH2:3][CH2:4][C:5]([OH:7])=[O:6].C(=O)([O-])[O-].[Na+].[Na+].[CH3:17][C:18]1[CH:19]=[C:20]([CH:26]=[C:27]([CH3:29])[CH:28]=1)[O:21][CH2:22][C:23](Cl)=[O:24]. (3) The reactants are: COC1C=CC(C[N:10]2[C:14]3[N:15]=[C:16](N4CCOCC4)[N:17]=[C:18]([N:19]4[CH2:23][CH2:22][C@@:21](C)([OH:24])[CH2:20]4)[C:13]=3[N:12]=[N:11]2)=CC=1.[C:32](O)([C:34]([F:37])([F:36])[F:35])=[O:33]. Given the product [F:35][C:34]([F:37])([F:36])[CH2:32][O:33][C:16]1[N:17]=[C:18]([N:19]2[CH2:23][CH2:22][C@H:21]([OH:24])[CH2:20]2)[C:13]2[N:12]=[N:11][NH:10][C:14]=2[N:15]=1, predict the reactants needed to synthesize it. (4) Given the product [F:1][C:2]1[CH:3]=[CH:4][C:5]([CH3:34])=[C:6]([CH2:8][CH:9]([NH:11][C:12]2[CH:17]=[CH:16][NH:15][C:14](=[O:18])[C:13]=2[C:19]2[NH:20][C:21]3=[CH:29][C:28]4[CH2:27][N:26]([CH3:31])[C:25](=[O:32])[C:24]=4[CH:23]=[C:22]3[N:33]=2)[CH3:10])[CH:7]=1, predict the reactants needed to synthesize it. The reactants are: [F:1][C:2]1[CH:3]=[CH:4][C:5]([CH3:34])=[C:6]([CH2:8][CH:9]([NH:11][C:12]2[CH:17]=[CH:16][NH:15][C:14](=[O:18])[C:13]=2[C:19]2[NH:33][C:22]3=[CH:23][C:24]4[C:25](=[O:32])[N:26]([CH3:31])[C:27](=O)[C:28]=4[CH:29]=[C:21]3[N:20]=2)[CH3:10])[CH:7]=1. (5) Given the product [CH3:10][O:9][C:7]1[CH:6]=[C:5]([NH:11][C:12](=[O:26])[CH2:13][N:14]2[C:18]3[C:19]([C:23]([O:25][CH2:42][CH3:43])=[O:24])=[CH:20][CH:21]=[CH:22][C:17]=3[N:16]=[CH:15]2)[CH:4]=[C:3]([O:2][CH3:1])[CH:8]=1, predict the reactants needed to synthesize it. The reactants are: [CH3:1][O:2][C:3]1[CH:4]=[C:5]([NH:11][C:12](=[O:26])[CH2:13][N:14]2[C:18]3[C:19]([C:23]([OH:25])=[O:24])=[CH:20][CH:21]=[CH:22][C:17]=3[N:16]=[CH:15]2)[CH:6]=[C:7]([O:9][CH3:10])[CH:8]=1.CN(C=O)C.F[P-](F)(F)(F)(F)F.N1(OC(N(C)C)=[N+](C)C)[C:43]2C=CC=C[C:42]=2N=N1. (6) Given the product [I:1][C:14]1[S:13][C:12]([NH:15][C:16](=[O:18])[CH3:17])=[N:11][C:10]=1[CH3:9], predict the reactants needed to synthesize it. The reactants are: [I:1]N1C(=O)CCC1=O.[CH3:9][C:10]1[N:11]=[C:12]([NH:15][C:16](=[O:18])[CH3:17])[S:13][CH:14]=1. (7) Given the product [NH2:1][C:2]1[N:3]=[CH:4][C:5]2[CH:11]=[C:10]([C:12]3[CH:17]=[CH:16][C:15]([C:18]4[CH:23]=[N:22][CH:21]=[C:20]([CH3:24])[N:19]=4)=[CH:14][C:13]=3[Cl:25])[C:9](=[O:26])[N:8]([CH2:27][CH:28]3[O:29][CH2:30][CH:31]([NH2:34])[CH2:32][O:33]3)[C:6]=2[N:7]=1, predict the reactants needed to synthesize it. The reactants are: [NH2:1][C:2]1[N:3]=[CH:4][C:5]2[CH:11]=[C:10]([C:12]3[CH:17]=[CH:16][C:15]([C:18]4[CH:23]=[N:22][CH:21]=[C:20]([CH3:24])[N:19]=4)=[CH:14][C:13]=3[Cl:25])[C:9](=[O:26])[N:8]([CH2:27][CH:28]3[O:33][CH2:32][CH:31]([NH:34]C(=O)OC(C)(C)C)[CH2:30][O:29]3)[C:6]=2[N:7]=1.C(O)(C(F)(F)F)=O.